This data is from Forward reaction prediction with 1.9M reactions from USPTO patents (1976-2016). The task is: Predict the product of the given reaction. (1) Given the reactants [C:1]([C:4]1[CH:13]=[CH:12][CH:11]=[C:10]2[C:5]=1[CH2:6][CH2:7][N:8]1[C:18](=[O:19])[CH2:17][N:16]=[C:15]([C:20]3[CH:24]=[CH:23][N:22]([CH3:25])[N:21]=3)[CH:14]=[C:9]12)(=[O:3])[CH3:2].I[C:27]1C=CC=C2C=1CCN1C(=O)CN=C(C3C=CN(C)N=3)C=C12.C([Sn](CCCC)(CCCC)C(OCC)=C)CCC.Cl, predict the reaction product. The product is: [CH3:27][O:3][CH:1]([C:4]1[CH:13]=[CH:12][CH:11]=[C:10]2[C:5]=1[CH2:6][CH2:7][N:8]1[C:18](=[O:19])[CH2:17][N:16]=[C:15]([C:20]3[CH:24]=[CH:23][N:22]([CH3:25])[N:21]=3)[CH:14]=[C:9]12)[CH3:2]. (2) Given the reactants [NH2:1][C:2]1[CH:11]=[C:10]2[C:5]([CH:6]=[CH:7][CH:8]=[N:9]2)=[C:4]([Cl:12])[CH:3]=1.[F:13][C:14]1[CH:19]=[CH:18][C:17]([C:20]2[CH:28]=[CH:27][C:23]([C:24](O)=[O:25])=[C:22]([CH3:29])[N:21]=2)=[CH:16][CH:15]=1.Cl.CN(C)CCCN=C=NCC, predict the reaction product. The product is: [Cl:12][C:4]1[CH:3]=[C:2]([NH:1][C:24](=[O:25])[C:23]2[CH:27]=[CH:28][C:20]([C:17]3[CH:18]=[CH:19][C:14]([F:13])=[CH:15][CH:16]=3)=[N:21][C:22]=2[CH3:29])[CH:11]=[C:10]2[C:5]=1[CH:6]=[CH:7][CH:8]=[N:9]2. (3) Given the reactants [CH2:1](O)[CH2:2][CH2:3][CH2:4][CH2:5][CH2:6][CH3:7].[CH:9]([C:11]1[CH:19]=[CH:18][C:14]([C:15]([OH:17])=[O:16])=[CH:13][CH:12]=1)=[O:10], predict the reaction product. The product is: [CH:9]([C:11]1[CH:19]=[CH:18][C:14]([C:15]([O:17][CH2:1][CH2:2][CH2:3][CH2:4][CH2:5][CH2:6][CH3:7])=[O:16])=[CH:13][CH:12]=1)=[O:10].